From a dataset of Full USPTO retrosynthesis dataset with 1.9M reactions from patents (1976-2016). Predict the reactants needed to synthesize the given product. Given the product [Br:16][C:14]1[CH:13]=[CH:12][C:11]([Cl:17])=[C:10]([CH2:8][C:6]2[S:7][C:3]([CH2:1][CH3:2])=[CH:4][CH:5]=2)[CH:15]=1, predict the reactants needed to synthesize it. The reactants are: [CH2:1]([C:3]1[S:7][C:6]([C:8]([C:10]2[CH:15]=[C:14]([Br:16])[CH:13]=[CH:12][C:11]=2[Cl:17])=O)=[CH:5][CH:4]=1)[CH3:2].C([SiH](CC)CC)C.B(F)(F)F.C(=O)([O-])O.[Na+].